This data is from Forward reaction prediction with 1.9M reactions from USPTO patents (1976-2016). The task is: Predict the product of the given reaction. Given the reactants C(=O)([O-])[O-].[K+].[K+].Br[CH2:8][CH2:9][CH2:10][CH2:11]Br.[C:13]([O:19][C:20]([CH3:23])([CH3:22])[CH3:21])(=[O:18])[CH2:14][C:15]([CH3:17])=[O:16].O, predict the reaction product. The product is: [C:15]([C:14]1([C:13]([O:19][C:20]([CH3:23])([CH3:22])[CH3:21])=[O:18])[CH2:11][CH2:10][CH2:9][CH2:8]1)(=[O:16])[CH3:17].